Dataset: Reaction yield outcomes from USPTO patents with 853,638 reactions. Task: Predict the reaction yield, written as a fraction of the theoretical maximum amount of product (1.0 means a 100% yield; for example, 0.34 means a 34% yield). (1) The reactants are [Cl:1][C:2]1[C:3]([CH3:35])=[N:4][O:5][C:6]=1[N:7](COCCOC)[S:8]([C:11]1[C:19]2[C:14](=[N:15][CH:16]=[CH:17][CH:18]=2)[S:13][C:12]=1[CH2:20][C:21]1[CH:26]=[CH:25][C:24]([CH3:27])=[CH:23][C:22]=1[CH3:28])(=[O:10])=[O:9].Cl. The catalyst is CO. The product is [Cl:1][C:2]1[C:3]([CH3:35])=[N:4][O:5][C:6]=1[NH:7][S:8]([C:11]1[C:19]2[C:14](=[N:15][CH:16]=[CH:17][CH:18]=2)[S:13][C:12]=1[CH2:20][C:21]1[CH:26]=[CH:25][C:24]([CH3:27])=[CH:23][C:22]=1[CH3:28])(=[O:9])=[O:10]. The yield is 0.720. (2) The reactants are [F:1][C:2]1[CH:17]=[CH:16][C:5]([O:6][C:7]2[CH:8]=[C:9]([N+:13]([O-])=O)[CH:10]=[CH:11][CH:12]=2)=[CH:4][CH:3]=1. The catalyst is C(O)C.[Pd]. The product is [F:1][C:2]1[CH:17]=[CH:16][C:5]([O:6][C:7]2[CH:8]=[C:9]([CH:10]=[CH:11][CH:12]=2)[NH2:13])=[CH:4][CH:3]=1. The yield is 0.900. (3) The yield is 0.760. The reactants are [NH2:1][C:2]1[N:7]=[C:6]([Cl:8])[C:5]([CH:9]=[O:10])=[C:4]([Cl:11])[N:3]=1.[CH3:12][Mg+].[Br-]. The catalyst is C1COCC1. The product is [NH2:1][C:2]1[N:3]=[C:4]([Cl:11])[C:5]([CH:9]([OH:10])[CH3:12])=[C:6]([Cl:8])[N:7]=1. (4) The reactants are [CH3:1][CH2:2][CH:3]([OH:6])[CH2:4][CH3:5].F[C:8]1[CH:13]=[CH:12][CH:11]=[CH:10][C:9]=1[N+:14]([O-:16])=[O:15].[CH3:17][CH2:18][CH:19]([O:22][C:23]1[CH:29]=[CH:28][CH:27]=[CH:26][C:24]=1[NH2:25])[CH2:20][CH3:21].[NH2:30][C:31]1[S:32][CH:33]=[CH:34][N:35]=1. No catalyst specified. The product is [CH3:1][CH2:2][CH:3]([O:6][C:8]1[CH:13]=[CH:12][CH:11]=[CH:10][C:9]=1[N+:14]([O-:16])=[O:15])[CH2:4][CH3:5].[CH3:17][CH2:18][CH:19]([O:22][C:23]1[CH:29]=[CH:28][CH:27]=[CH:26][C:24]=1[NH:25][C:3]([NH:30][C:31]1[S:32][CH:33]=[CH:34][N:35]=1)=[O:6])[CH2:20][CH3:21]. The yield is 0.700. (5) The reactants are [Mg+2:1].[Cl-].[Cl-].[CH3:4][N:5]([C:7]1[CH:14]=[CH:13][CH:12]=[CH:11][C:8]=1[CH2:9][K])[CH3:6]. The catalyst is C1COCC1. The product is [CH3:4][N:5]([C:7]1[CH:14]=[CH:13][CH:12]=[CH:11][C:8]=1[CH2:9][Mg:1][CH2:9][C:8]1[CH:11]=[CH:12][CH:13]=[CH:14][C:7]=1[N:5]([CH3:6])[CH3:4])[CH3:6]. The yield is 0.420. (6) The reactants are [F:1][C:2]1[CH:9]=[CH:8][C:7]([OH:10])=[CH:6][C:3]=1[CH:4]=[O:5].CC1C=CC(S(O[CH2:22][C@H:23]2[CH2:27][O:26][C:25]([CH3:29])([CH3:28])[O:24]2)(=O)=O)=CC=1.C([O-])([O-])=O.[K+].[K+].O. The catalyst is CS(C)=O. The product is [CH3:28][C:25]1([CH3:29])[O:24][C@@H:23]([CH2:22][O:10][C:7]2[CH:8]=[CH:9][C:2]([F:1])=[C:3]([CH:6]=2)[CH:4]=[O:5])[CH2:27][O:26]1. The yield is 0.840. (7) The reactants are [Cl:1][C:2]1[N:7]=[C:6]([CH:8]([OH:29])[CH:9]([NH:21]C(=O)OC(C)(C)C)[CH2:10][C:11]2[CH:16]=[CH:15][C:14]([C:17]([F:20])([F:19])[F:18])=[CH:13][CH:12]=2)[CH:5]=[CH:4][CH:3]=1.FC(F)(F)C(O)=O. No catalyst specified. The product is [NH2:21][CH:9]([CH2:10][C:11]1[CH:12]=[CH:13][C:14]([C:17]([F:20])([F:19])[F:18])=[CH:15][CH:16]=1)[CH:8]([C:6]1[CH:5]=[CH:4][CH:3]=[C:2]([Cl:1])[N:7]=1)[OH:29]. The yield is 0.790. (8) The reactants are C(=O)([O-])[O-].[K+].[K+].[CH2:7]([O:9][C:10]([C:12]1[C:16](Br)=[C:15]([N+:18]([O-:20])=[O:19])[S:14][CH:13]=1)=[O:11])[CH3:8].[CH2:21]([SH:28])[C:22]1[CH:27]=[CH:26][CH:25]=[CH:24][CH:23]=1. The catalyst is C(O)C. The product is [CH2:7]([O:9][C:10]([C:12]1[C:16]([S:28][CH2:21][C:22]2[CH:27]=[CH:26][CH:25]=[CH:24][CH:23]=2)=[C:15]([N+:18]([O-:20])=[O:19])[S:14][CH:13]=1)=[O:11])[CH3:8]. The yield is 0.980. (9) The reactants are [N:1]1[CH:6]=[CH:5][N:4]=[CH:3][C:2]=1[C:7]([OH:9])=O.FC(F)(F)C(O)=O.[NH2:17][C:18]([CH3:24])([CH3:23])[C:19]([O:21][CH3:22])=[O:20].C1C=CC2N(O)N=NC=2C=1.CCN(C(C)C)C(C)C.CCN=C=NCCCN(C)C. The catalyst is C1COCC1. The product is [CH3:23][C:18]([NH:17][C:7]([C:2]1[CH:3]=[N:4][CH:5]=[CH:6][N:1]=1)=[O:9])([CH3:24])[C:19]([O:21][CH3:22])=[O:20]. The yield is 0.990.